The task is: Predict the reaction yield, written as a fraction of the theoretical maximum amount of product (1.0 means a 100% yield; for example, 0.34 means a 34% yield).. This data is from Reaction yield outcomes from USPTO patents with 853,638 reactions. (1) The reactants are [Cl:1][C:2]1[CH:11]=[CH:10][C:9]2[C:4](=[CH:5][CH:6]=[C:7]([OH:12])[CH:8]=2)[N:3]=1.CC(C)=O.[F:17][C:18]1[CH:25]=[CH:24][C:21]([CH2:22]Br)=[CH:20][CH:19]=1. The catalyst is O. The product is [Cl:1][C:2]1[CH:11]=[CH:10][C:9]2[C:4](=[CH:5][CH:6]=[C:7]([O:12][CH2:22][C:21]3[CH:24]=[CH:25][C:18]([F:17])=[CH:19][CH:20]=3)[CH:8]=2)[N:3]=1. The yield is 0.200. (2) The reactants are [N:1]([C:4]1[NH:5][C:6]([C:10]([NH:12][CH2:13][C:14]2[CH:19]=[CH:18][C:17]([Br:20])=[C:16]([O:21][C:22]3[CH:27]=[C:26]([C:28]#[N:29])[CH:25]=[C:24]([Cl:30])[CH:23]=3)[C:15]=2[F:31])=[O:11])=[C:7]([Cl:9])[N:8]=1)=[N+]=[N-]. The catalyst is [Pd].CC([O-])=O.CC([O-])=O.[Pb+2].C(OCC)(=O)C. The product is [NH2:1][C:4]1[NH:5][C:6]([C:10]([NH:12][CH2:13][C:14]2[CH:19]=[CH:18][C:17]([Br:20])=[C:16]([O:21][C:22]3[CH:27]=[C:26]([C:28]#[N:29])[CH:25]=[C:24]([Cl:30])[CH:23]=3)[C:15]=2[F:31])=[O:11])=[C:7]([Cl:9])[N:8]=1. The yield is 0.440. (3) The reactants are [NH2:1][C:2]1[N:6]([CH3:7])[C:5](=[O:8])[C:4]([C:20]2[CH:25]=[CH:24][C:23]([O:26][CH:27]([F:29])[F:28])=[CH:22][CH:21]=2)([C:9]2[CH:14]=[CH:13][CH:12]=[C:11]([C:15]#[C:16][CH2:17][O:18][CH3:19])[CH:10]=2)[N:3]=1. The catalyst is [Pd]. The product is [NH2:1][C:2]1[N:6]([CH3:7])[C:5](=[O:8])[C:4]([C:20]2[CH:21]=[CH:22][C:23]([O:26][CH:27]([F:29])[F:28])=[CH:24][CH:25]=2)([C:9]2[CH:14]=[CH:13][CH:12]=[C:11]([CH2:15][CH2:16][CH2:17][O:18][CH3:19])[CH:10]=2)[N:3]=1. The yield is 0.400. (4) No catalyst specified. The product is [Cl:1][C:2]1[CH:3]=[C:4]2[C:9](=[CH:10][CH:11]=1)[N:8]=[C:7]([O:12][CH3:13])[C:6]([NH:14][C:15]([N:31]1[CH2:32][CH2:33][N:28]([C:23]3[CH:24]=[C:25]([CH3:27])[CH:26]=[C:21]([CH3:20])[CH:22]=3)[CH2:29][CH2:30]1)=[O:19])=[N:5]2. The yield is 0.790. The reactants are [Cl:1][C:2]1[CH:3]=[C:4]2[C:9](=[CH:10][CH:11]=1)[N:8]=[C:7]([O:12][CH3:13])[C:6]([NH:14][C:15](=[O:19])OCC)=[N:5]2.[CH3:20][C:21]1[CH:22]=[C:23]([N:28]2[CH2:33][CH2:32][NH:31][CH2:30][CH2:29]2)[CH:24]=[C:25]([CH3:27])[CH:26]=1.